Dataset: Forward reaction prediction with 1.9M reactions from USPTO patents (1976-2016). Task: Predict the product of the given reaction. Given the reactants [C:1]1([S:11](Cl)(=[O:13])=[O:12])[C:10]2[C:5](=[CH:6][CH:7]=[CH:8][CH:9]=2)[CH:4]=[CH:3][CH:2]=1.S([O-])([O-])=O.[Na+].[Na+].C(=O)(O)[O-].[Na+].Br[CH2:27][Cl:28], predict the reaction product. The product is: [Cl:28][CH2:27][S:11]([C:1]1[C:10]2[C:5](=[CH:6][CH:7]=[CH:8][CH:9]=2)[CH:4]=[CH:3][CH:2]=1)(=[O:13])=[O:12].